From a dataset of Human liver microsome stability data. Regression/Classification. Given a drug SMILES string, predict its absorption, distribution, metabolism, or excretion properties. Task type varies by dataset: regression for continuous measurements (e.g., permeability, clearance, half-life) or binary classification for categorical outcomes (e.g., BBB penetration, CYP inhibition). Dataset: hlm. (1) The molecule is Cc1nnc(C(C)C)n1[C@@H]1C[C@H]2CC[C@@H](C1)N2CC[C@H](NC(=O)C1CCC(F)(F)CC1)c1ccccc1. The result is 0 (unstable in human liver microsomes). (2) The compound is CS(=O)(=O)Nc1ccc2c(c1)S(=O)(=O)NC(C1=C(O)[C@@H]3[C@@H]4CC[C@@H](C4)[C@@H]3N(Cc3ccc(F)c(F)c3F)C1=O)=N2. The result is 0 (unstable in human liver microsomes). (3) The compound is O=C(NNS(=O)(=O)c1ccccc1)c1cc(-c2ccccc2)cc(Cl)c1F. The result is 1 (stable in human liver microsomes). (4) The compound is Cc1cccc(Nc2sc(-c3cccc(F)c3F)cc2C(N)=O)n1. The result is 1 (stable in human liver microsomes). (5) The drug is CN[C@@H]1CCc2ccccc2[C@H]1c1ccc(Cl)c(Cl)c1. The result is 0 (unstable in human liver microsomes). (6) The compound is C[C@@H]1CN(c2ccc(F)cc2C(F)(F)F)CCN1S(=O)(=O)c1ccc(C(N)=O)cc1. The result is 0 (unstable in human liver microsomes). (7) The molecule is COc1ccc(-n2nc(C(N)=O)c3c2C(=O)N(c2ccc(C4(CN5CCCC5)CC4)cc2)CC3)cc1. The result is 0 (unstable in human liver microsomes). (8) The result is 0 (unstable in human liver microsomes). The drug is Cc1cccc(NC(=O)c2nn(C)c(-c3ccccc3)c2C)n1. (9) The compound is NCc1ccc(C(=O)NC(c2ccc(Cl)cc2)c2nc(O)c3cc(-c4cn[nH]c4)ccc3n2)cc1. The result is 0 (unstable in human liver microsomes).